Dataset: Full USPTO retrosynthesis dataset with 1.9M reactions from patents (1976-2016). Task: Predict the reactants needed to synthesize the given product. (1) Given the product [F:37][C:32]1[CH:31]=[C:30]([C:24]2[C:23]([CH2:22][O:21][C:18]3[CH:19]=[CH:20][C:15]([C:14]([NH:5][CH:6]4[CH2:11][CH2:10][O:9][CH2:8][CH2:7]4)=[O:13])=[CH:16][N:17]=3)=[C:27]([CH2:28][OH:29])[O:26][N:25]=2)[CH:35]=[CH:34][C:33]=1[F:36], predict the reactants needed to synthesize it. The reactants are: C[Al](C)C.[NH2:5][CH:6]1[CH2:11][CH2:10][O:9][CH2:8][CH2:7]1.C[O:13][C:14](=O)[C:15]1[CH:20]=[CH:19][C:18]([O:21][CH2:22][C:23]2[C:24]([C:30]3[CH:35]=[CH:34][C:33]([F:36])=[C:32]([F:37])[CH:31]=3)=[N:25][O:26][C:27]=2[CH2:28][OH:29])=[N:17][CH:16]=1. (2) Given the product [Cl:15][CH2:11]/[CH:10]=[CH:9]/[C:6]1[CH:7]=[CH:8][C:3]([O:2][CH3:1])=[CH:4][CH:5]=1, predict the reactants needed to synthesize it. The reactants are: [CH3:1][O:2][C:3]1[CH:8]=[CH:7][C:6]([CH:9](O)[CH:10]=[CH2:11])=[CH:5][CH:4]=1.S(Cl)([Cl:15])=O. (3) Given the product [Cl:1][C:2]1[CH:10]=[C:9]2[C:5]([CH:6]=[C:7]([CH:11]3[N:17]([CH2:16][CH:13]4[CH2:15][CH2:14]4)[C:39](=[O:40])[CH:38]3[C:35]3[CH:36]=[CH:37][C:32]([Cl:31])=[CH:33][CH:34]=3)[NH:8]2)=[CH:4][CH:3]=1, predict the reactants needed to synthesize it. The reactants are: [Cl:1][C:2]1[CH:10]=[C:9]2[C:5]([CH:6]=[C:7]([CH:11]=O)[NH:8]2)=[CH:4][CH:3]=1.[CH:13]1([CH2:16][NH2:17])[CH2:15][CH2:14]1.[O-]S([O-])(=O)=O.[Mg+2].C(N(CC)CC)C.[Cl:31][C:32]1[CH:37]=[CH:36][C:35]([CH2:38][C:39](Cl)=[O:40])=[CH:34][CH:33]=1. (4) Given the product [C:14]([NH:13][C@@H:12]1[C@@H:11]([NH:17][C:35]([O:36][C:37]([CH3:40])([CH3:39])[CH3:38])=[O:41])[CH2:10][C:9]([C:18]([O:20][CH2:21][CH3:22])=[O:19])=[CH:8][C@H:7]1[O:6][CH:3]([CH2:2][CH3:1])[CH2:4][CH3:5])(=[O:15])[CH3:16], predict the reactants needed to synthesize it. The reactants are: [CH3:1][CH2:2][CH:3]([O:6][C@H:7]1[C@H:12]([NH:13][C:14]([CH3:16])=[O:15])[C@@H:11]([NH2:17])[CH2:10][C:9]([C:18]([O:20][CH2:21][CH3:22])=[O:19])=[CH:8]1)[CH2:4][CH3:5].OP(O)(O)=O.C(N(CC)CC)C.[C:35](=O)([O:41]C(C)(C)C)[O:36][C:37]([CH3:40])([CH3:39])[CH3:38].